This data is from Full USPTO retrosynthesis dataset with 1.9M reactions from patents (1976-2016). The task is: Predict the reactants needed to synthesize the given product. (1) Given the product [Cl:12][C:8]1[CH:7]=[C:6]2[C:11]([C:2]([C:18]3[CH:17]=[CH:16][CH:15]=[C:14]([F:13])[CH:19]=3)=[CH:3][CH:4]=[N:5]2)=[CH:10][CH:9]=1, predict the reactants needed to synthesize it. The reactants are: Cl[C:2]1[C:11]2[C:6](=[CH:7][C:8]([Cl:12])=[CH:9][CH:10]=2)[N:5]=[CH:4][CH:3]=1.[F:13][C:14]1[CH:15]=[C:16](B(O)O)[CH:17]=[CH:18][CH:19]=1.[F-].[Cs+]. (2) Given the product [CH2:3]([O:10][C:11]1[CH:12]=[CH:13][C:14]([O:17][C:23]2[CH:22]=[CH:21][N:20]=[C:19]([Cl:18])[CH:24]=2)=[CH:15][CH:16]=1)[C:4]1[CH:5]=[CH:6][CH:7]=[CH:8][CH:9]=1, predict the reactants needed to synthesize it. The reactants are: [H-].[Na+].[CH2:3]([O:10][C:11]1[CH:16]=[CH:15][C:14]([OH:17])=[CH:13][CH:12]=1)[C:4]1[CH:9]=[CH:8][CH:7]=[CH:6][CH:5]=1.[Cl:18][C:19]1[CH:24]=[C:23](Cl)[CH:22]=[CH:21][N:20]=1. (3) Given the product [NH2:18][C:16]1[S:17][C:13]([C:10]2[CH:11]=[N:12][C:7]([N:1]3[CH2:6][CH2:5][O:4][CH2:3][CH2:2]3)=[CH:8][CH:9]=2)=[CH:14][C:15]=1[C:21]([NH2:23])=[O:22], predict the reactants needed to synthesize it. The reactants are: [N:1]1([C:7]2[N:12]=[CH:11][C:10]([C:13]3[S:17][C:16]([N+:18]([O-])=O)=[C:15]([C:21]([NH2:23])=[O:22])[CH:14]=3)=[CH:9][CH:8]=2)[CH2:6][CH2:5][O:4][CH2:3][CH2:2]1.O.NN. (4) Given the product [Cl:10][C:11]1[CH:18]=[CH:17][CH:16]=[CH:15][C:12]=1[CH2:13][N:5]1[CH:6]2[N:1]([CH2:9][CH2:8][CH2:7]2)[CH2:2][CH2:3][CH2:4]1, predict the reactants needed to synthesize it. The reactants are: [N:1]12[CH2:9][CH2:8][CH2:7][C:6]1=[N:5][CH2:4][CH2:3][CH2:2]2.[Cl:10][C:11]1[CH:18]=[CH:17][CH:16]=[CH:15][C:12]=1[CH2:13]Cl.[H-].[Al+3].[Li+].[H-].[H-].[H-].[OH-].[Na+]. (5) The reactants are: [F:1][C:2]([F:16])([F:15])[C:3]1[CH:4]=[CH:5][C:6]2[N:7]([C:9]([C:12]([OH:14])=O)=[CH:10][N:11]=2)[CH:8]=1.C(Cl)(=O)C(Cl)=O.CN(C=O)C.[NH2:28][C:29]1[CH:30]=[C:31]([C:36]2[N:40]=[C:39]([CH:41]3[CH2:44][N:43]([C:45]([O:47][CH3:48])=[O:46])[CH2:42]3)[O:38][N:37]=2)[CH:32]=[CH:33][C:34]=1[CH3:35]. Given the product [CH3:35][C:34]1[CH:33]=[CH:32][C:31]([C:36]2[N:40]=[C:39]([CH:41]3[CH2:42][N:43]([C:45]([O:47][CH3:48])=[O:46])[CH2:44]3)[O:38][N:37]=2)=[CH:30][C:29]=1[NH:28][C:12]([C:9]1[N:7]2[CH:8]=[C:3]([C:2]([F:1])([F:16])[F:15])[CH:4]=[CH:5][C:6]2=[N:11][CH:10]=1)=[O:14], predict the reactants needed to synthesize it.